This data is from Catalyst prediction with 721,799 reactions and 888 catalyst types from USPTO. The task is: Predict which catalyst facilitates the given reaction. (1) Reactant: Cl.C[O:3][C:4](=[O:33])[C:5]1[CH:10]=[CH:9][C:8]([CH2:11][O:12][C:13]2[CH:18]=[C:17]([C:19](=[NH:21])[NH2:20])[CH:16]=[CH:15][C:14]=2[CH2:22][NH:23][C:24](=[O:32])[C:25]2[CH:30]=[CH:29][CH:28]=[C:27]([CH3:31])[CH:26]=2)=[CH:7][CH:6]=1.[OH-].[Na+].Cl. Product: [C:19]([C:17]1[CH:16]=[CH:15][C:14]([CH2:22][NH:23][C:24](=[O:32])[C:25]2[CH:30]=[CH:29][CH:28]=[C:27]([CH3:31])[CH:26]=2)=[C:13]([CH:18]=1)[O:12][CH2:11][C:8]1[CH:7]=[CH:6][C:5]([C:4]([OH:33])=[O:3])=[CH:10][CH:9]=1)(=[NH:20])[NH2:21]. The catalyst class is: 1. (2) Reactant: [Cl:1][C:2]1[CH:7]=[CH:6][CH:5]=[CH:4][C:3]=1[CH2:8][N:9]1[C:13]([NH:14][C:15]([CH:17]2[CH2:20][CH2:19][CH2:18]2)=O)=[C:12]([C:21]([NH2:23])=[O:22])[N:11]=[N:10]1.C([O-])(O)=O.[Na+]. Product: [Cl:1][C:2]1[CH:7]=[CH:6][CH:5]=[CH:4][C:3]=1[CH2:8][N:9]1[C:13]2[N:14]=[C:15]([CH:17]3[CH2:20][CH2:19][CH2:18]3)[NH:23][C:21](=[O:22])[C:12]=2[N:11]=[N:10]1. The catalyst class is: 6. (3) Reactant: [Br:1][C:2]1[CH:3]=[CH:4][C:5]2[O:9][C:8]3[CH:10]=[C:11]([S:14](Cl)(=[O:16])=[O:15])[CH:12]=[CH:13][C:7]=3[C:6]=2[CH:18]=1.Cl.[NH2:20][C@@H:21]([CH:29]([CH3:31])[CH3:30])[C:22]([O:24][C:25]([CH3:28])([CH3:27])[CH3:26])=[O:23].C(N(CC)C(C)C)(C)C. Product: [Br:1][C:2]1[CH:3]=[CH:4][C:5]2[O:9][C:8]3[CH:10]=[C:11]([S:14]([NH:20][C@@H:21]([CH:29]([CH3:31])[CH3:30])[C:22]([O:24][C:25]([CH3:27])([CH3:26])[CH3:28])=[O:23])(=[O:16])=[O:15])[CH:12]=[CH:13][C:7]=3[C:6]=2[CH:18]=1. The catalyst class is: 2. (4) Reactant: [N:1]12[CH2:8][CH2:7][CH:4]([CH2:5][CH2:6]1)[CH:3]([C:9]([O:11][CH:12]([C:20]1[CH:25]=[CH:24][CH:23]=[C:22]([F:26])[CH:21]=1)[C:13]1[CH:18]=[CH:17][CH:16]=[C:15]([F:19])[CH:14]=1)=[O:10])[CH2:2]2.[Cl:27][CH2:28][C:29]([O:31][C:32]([CH3:35])([CH3:34])[CH3:33])=[O:30]. Product: [Cl-:27].[F:26][C:22]1[CH:21]=[C:20]([CH:12]([C:13]2[CH:18]=[CH:17][CH:16]=[C:15]([F:19])[CH:14]=2)[O:11][C:9]([CH:3]2[CH:4]3[CH2:5][CH2:6][N+:1]([CH2:28][C:29]([O:31][C:32]([CH3:35])([CH3:34])[CH3:33])=[O:30])([CH2:8][CH2:7]3)[CH2:2]2)=[O:10])[CH:25]=[CH:24][CH:23]=1. The catalyst class is: 10.